From a dataset of Reaction yield outcomes from USPTO patents with 853,638 reactions. Predict the reaction yield, written as a fraction of the theoretical maximum amount of product (1.0 means a 100% yield; for example, 0.34 means a 34% yield). (1) The reactants are [C:1]([O:4][C:5]1[CH:6]=[C:7]2[C:12](=[CH:13][C:14]=1[O:15][CH3:16])[N:11]=[C:10]([C:17]1[CH:22]=[CH:21][C:20]([C:23]3[CH:28]=[CH:27][CH:26]=[CH:25][CH:24]=3)=[C:19]([F:29])[CH:18]=1)[N:9]=[C:8]2Cl)(=[O:3])[CH3:2].[NH2:31][C:32]1[CH:33]=[C:34]2[C:38](=[CH:39][CH:40]=1)[N:37]([C:41]([O:43][C:44]([CH3:47])([CH3:46])[CH3:45])=[O:42])[N:36]=[CH:35]2. The catalyst is CC(O)C. The product is [C:1]([O:4][C:5]1[CH:6]=[C:7]2[C:12](=[CH:13][C:14]=1[O:15][CH3:16])[N:11]=[C:10]([C:17]1[CH:22]=[CH:21][C:20]([C:23]3[CH:28]=[CH:27][CH:26]=[CH:25][CH:24]=3)=[C:19]([F:29])[CH:18]=1)[N:9]=[C:8]2[NH:31][C:32]1[CH:33]=[C:34]2[C:38](=[CH:39][CH:40]=1)[N:37]([C:41]([O:43][C:44]([CH3:47])([CH3:46])[CH3:45])=[O:42])[N:36]=[CH:35]2)(=[O:3])[CH3:2]. The yield is 0.590. (2) The reactants are [N+:1]([C:4]1[CH:8]=[C:7]([C:9](O)=[O:10])[NH:6][N:5]=1)([O-:3])=[O:2].B.C1COCC1.Cl. No catalyst specified. The product is [N+:1]([C:4]1[CH:8]=[C:7]([CH2:9][OH:10])[NH:6][N:5]=1)([O-:3])=[O:2]. The yield is 0.790. (3) The reactants are Cl[C:2]1[C:12]2[CH2:11][CH2:10][N:9]([C:13]3[C:18]([C:19]([F:22])([F:21])[F:20])=[CH:17][CH:16]=[CH:15][N:14]=3)[CH2:8][CH2:7][C:6]=2[N:5]=[C:4]([S:23][CH3:24])[N:3]=1.[F:25][C:26]([F:35])([F:34])[C:27]1[CH:33]=[CH:32][C:30]([NH2:31])=[CH:29][CH:28]=1. The catalyst is CCCCO. The product is [CH3:24][S:23][C:4]1[N:3]=[C:2]([NH:31][C:30]2[CH:32]=[CH:33][C:27]([C:26]([F:25])([F:34])[F:35])=[CH:28][CH:29]=2)[C:12]2[CH2:11][CH2:10][N:9]([C:13]3[C:18]([C:19]([F:22])([F:21])[F:20])=[CH:17][CH:16]=[CH:15][N:14]=3)[CH2:8][CH2:7][C:6]=2[N:5]=1. The yield is 0.860. (4) The reactants are [CH2:1]([O:3][C:4]([C@@H:6]1[CH2:10][C:9](=[CH2:11])[CH2:8][C@H:7]1C(O)=O)=[O:5])C.CC[N:17]([CH2:20]C)CC.C1(P(N=[N+]=[N-])(C2C=CC=CC=2)=[O:29])C=CC=CC=1.[CH3:39][C:40]([OH:43])([CH3:42])[CH3:41]. The catalyst is C1(C)C=CC=CC=1. The product is [CH3:1][O:3][C:4]([CH:6]1[CH2:10][C:9](=[CH2:11])[CH2:8][CH:7]1[NH:17][C:20]([O:43][C:40]([CH3:42])([CH3:41])[CH3:39])=[O:29])=[O:5]. The yield is 0.550. (5) The reactants are C(O[C:6](=[O:21])[NH:7][C@H:8]([C:13](=[O:20])[NH:14][CH:15]1[CH2:19][CH2:18][CH2:17][CH2:16]1)[C:9]([CH3:12])([CH3:11])[CH3:10])(C)(C)C.[CH2:22]([O:24][C:25]([C@@:27]1([NH:32][C:33]([C@@H:35]2[CH2:39][C@@H:38]([O:40][C:41]3[C:50]4[C:45](=[CH:46][C:47]([O:51][CH3:52])=[CH:48][CH:49]=4)[N:44]=[C:43]([C:53]4[CH:58]=[CH:57][CH:56]=[CH:55][CH:54]=4)[CH:42]=3)[CH2:37][C@H:36]2C(=O)N[C@H](C(=O)N[C@@H](C2CCCCC2)C(=O)NC)C(C)(C)C)=[O:34])[CH2:29][C@H:28]1[CH:30]=[CH2:31])=[O:26])[CH3:23]. No catalyst specified. The product is [CH2:22]([O:24][C:25]([C@@:27]1([NH:32][C:33]([C@@H:35]2[CH2:39][C@@H:38]([O:40][C:41]3[C:50]4[C:45](=[CH:46][C:47]([O:51][CH3:52])=[CH:48][CH:49]=4)[N:44]=[C:43]([C:53]4[CH:54]=[CH:55][CH:56]=[CH:57][CH:58]=4)[CH:42]=3)[CH2:37][C@H:36]2[C:6](=[O:21])[NH:7][C@H:8]([C:13](=[O:20])[NH:14][CH:15]2[CH2:16][CH2:17][CH2:18][CH2:19]2)[C:9]([CH3:10])([CH3:11])[CH3:12])=[O:34])[CH2:29][C@H:28]1[CH:30]=[CH2:31])=[O:26])[CH3:23]. The yield is 0.630.